Dataset: Forward reaction prediction with 1.9M reactions from USPTO patents (1976-2016). Task: Predict the product of the given reaction. (1) Given the reactants Cl[C:2]1[N:7]=[C:6]([C:8]2[N:12]3[CH:13]=[CH:14][CH:15]=[CH:16][C:11]3=[N:10][C:9]=2[C:17]2[CH:18]=[C:19]([CH:31]=[CH:32][CH:33]=2)[C:20]([NH:22][C:23]2[C:28]([F:29])=[CH:27][CH:26]=[CH:25][C:24]=2[F:30])=[O:21])[CH:5]=[CH:4][N:3]=1.[N:34]1([CH:40]2[CH2:45][CH2:44][N:43]([C:46]3[CH:52]=[CH:51][C:49]([NH2:50])=[C:48]([CH3:53])[CH:47]=3)[CH2:42][CH2:41]2)[CH2:39][CH2:38][CH2:37][CH2:36][CH2:35]1.O.C1(C)C=CC(S(O)(=O)=O)=CC=1.CCOCC, predict the reaction product. The product is: [N:34]1([CH:40]2[CH2:45][CH2:44][N:43]([C:46]3[CH:52]=[CH:51][C:49]([NH:50][C:2]4[N:7]=[C:6]([C:8]5[N:12]6[CH:13]=[CH:14][CH:15]=[CH:16][C:11]6=[N:10][C:9]=5[C:17]5[CH:18]=[C:19]([CH:31]=[CH:32][CH:33]=5)[C:20]([NH:22][C:23]5[C:24]([F:30])=[CH:25][CH:26]=[CH:27][C:28]=5[F:29])=[O:21])[CH:5]=[CH:4][N:3]=4)=[C:48]([CH3:53])[CH:47]=3)[CH2:42][CH2:41]2)[CH2:35][CH2:36][CH2:37][CH2:38][CH2:39]1. (2) Given the reactants N1[C:9]2[C:4](=[CH:5]C=[CH:7][C:8]=2[C:10](O)=O)[CH:3]=C1.[CH:13]1[CH:18]=[N:17][C:16]2N(O)N=N[C:15]=2[CH:14]=1.CCN=C=N[CH2:28][CH2:29][CH2:30]N(C)C.[CH2:34](N(CC)CC)C.[CH3:41][N:42]([CH:44]=[O:45])[CH3:43], predict the reaction product. The product is: [NH:17]1[C:16]2[C:28](=[CH:29][CH:30]=[CH:14][C:15]=2[C:44]([N:42]2[CH2:43][C:8]3([CH3:7])[CH2:10][CH:41]2[CH2:34][C:4]([CH3:3])([CH3:5])[CH2:9]3)=[O:45])[CH:13]=[CH:18]1. (3) Given the reactants [NH:1](C(OC(C)(C)C)=O)[C@@H:2]([C:9]([OH:11])=O)[CH:3]1[CH2:8][CH2:7][CH2:6][CH2:5][CH2:4]1.[NH:19]1[CH2:26][CH2:25][CH2:24][C@H:20]1[C:21]([OH:23])=[O:22].[C:27]([C:29]1[CH:36]=[CH:35][C:32]([CH2:33][NH-:34])=[CH:31][CH:30]=1)#[N:28].[ClH:37], predict the reaction product. The product is: [NH2:1][C@@H:2]([C:9]([N:19]1[CH2:26][CH2:25][CH2:24][C@H:20]1[C:21]([OH:23])=[O:22])=[O:11])[CH:3]1[CH2:4][CH2:5][CH2:6][CH2:7][CH2:8]1.[C:27]([C:29]1[CH:36]=[CH:35][C:32]([CH2:33][NH-:34])=[CH:31][CH:30]=1)#[N:28].[ClH:37]. (4) Given the reactants Cl.Cl.[NH:3]1[C:7]2[CH:8]=[CH:9][CH:10]=[CH:11][C:6]=2[N:5]=[C:4]1[CH:12]([NH2:25])[CH2:13][C:14]1[CH:19]=[CH:18][C:17]([O:20][C:21]([F:24])([F:23])[F:22])=[CH:16][CH:15]=1.Cl.Cl.[N:28]12[CH2:35][CH2:34][CH:31]([CH2:32][CH2:33]1)[CH:30]([NH2:36])[CH2:29]2.[C:37](O)(C(F)(F)F)=[O:38], predict the reaction product. The product is: [NH:3]1[C:7]2[CH:8]=[CH:9][CH:10]=[CH:11][C:6]=2[N:5]=[C:4]1[CH:12]([NH:25][C:37]([NH:36][CH:30]1[CH:31]2[CH2:34][CH2:35][N:28]([CH2:33][CH2:32]2)[CH2:29]1)=[O:38])[CH2:13][C:14]1[CH:15]=[CH:16][C:17]([O:20][C:21]([F:23])([F:22])[F:24])=[CH:18][CH:19]=1. (5) Given the reactants B.[CH:2](=[C:4]1[C:12]2[C:7](=[CH:8][CH:9]=[CH:10][CH:11]=2)[NH:6][C:5]1=O)[CH3:3].CO.Cl, predict the reaction product. The product is: [CH2:2]([CH:4]1[C:12]2[C:7](=[CH:8][CH:9]=[CH:10][CH:11]=2)[NH:6][CH2:5]1)[CH3:3].